Dataset: Catalyst prediction with 721,799 reactions and 888 catalyst types from USPTO. Task: Predict which catalyst facilitates the given reaction. (1) Reactant: C(=O)([O-])[O-].[K+].[K+].[NH2:7][C:8]1[CH:13]=[CH:12][C:11]([OH:14])=[C:10](Cl)[CH:9]=1.Cl[CH2:17][CH2:18][N:19]1[CH2:24][CH2:23][CH2:22][CH2:21][CH2:20]1. Product: [N:19]1([CH2:18][CH2:17][O:14][C:11]2[CH:12]=[CH:13][C:8]([NH2:7])=[CH:9][CH:10]=2)[CH2:24][CH2:23][CH2:22][CH2:21][CH2:20]1. The catalyst class is: 10. (2) Reactant: [CH3:1][O:2][C:3](=[O:31])[CH2:4][NH:5][S:6]([C:9]1[CH:10]=[CH:11][C:12]2[C:16]3[CH:17]=[C:18](B4OC(C)(C)C(C)(C)O4)[CH:19]=[CH:20][C:15]=3[O:14][C:13]=2[CH:30]=1)(=[O:8])=[O:7].Br[C:33]1[S:34][CH:35]=[CH:36][N:37]=1.P([O-])([O-])([O-])=O.[K+].[K+].[K+]. Product: [S:34]1[CH:35]=[CH:36][N:37]=[C:33]1[C:18]1[CH:19]=[CH:20][C:15]2[O:14][C:13]3[CH:30]=[C:9]([S:6]([NH:5][CH2:4][C:3]([O:2][CH3:1])=[O:31])(=[O:7])=[O:8])[CH:10]=[CH:11][C:12]=3[C:16]=2[CH:17]=1. The catalyst class is: 3. (3) Reactant: [H-].C([Al+]CC(C)C)C(C)C.[CH3:11][Si:12]([CH3:37])([CH3:36])[CH2:13][CH2:14][O:15][CH2:16][N:17]1[C:21]2[N:22]=[CH:23][N:24]=[C:25]([C:26]3[CH:27]=[N:28][N:29]([CH2:31][CH2:32][C:33]([O-])=[O:34])[CH:30]=3)[C:20]=2[CH:19]=[CH:18]1.C(Cl)Cl. Product: [CH3:36][Si:12]([CH3:11])([CH3:37])[CH2:13][CH2:14][O:15][CH2:16][N:17]1[C:21]2[N:22]=[CH:23][N:24]=[C:25]([C:26]3[CH:27]=[N:28][N:29]([CH2:31][CH2:32][CH2:33][OH:34])[CH:30]=3)[C:20]=2[CH:19]=[CH:18]1. The catalyst class is: 81. (4) Reactant: F[C:2]1[CH:3]=[C:4]([CH:8]=[C:9]([C:11]([F:14])([F:13])[F:12])[CH:10]=1)[C:5]([OH:7])=[O:6].[H-].[Na+].[CH2:17]([OH:22])[CH2:18][CH2:19][CH:20]=[CH2:21].Cl. Product: [CH2:17]([O:22][C:2]1[CH:3]=[C:4]([CH:8]=[C:9]([C:11]([F:14])([F:13])[F:12])[CH:10]=1)[C:5]([OH:7])=[O:6])[CH2:18][CH2:19][CH:20]=[CH2:21]. The catalyst class is: 3. (5) Reactant: [O:1]([C:8]([NH:10][C@H:11]([C:19]([OH:21])=[O:20])[CH2:12][C:13]1[CH:18]=[CH:17][CH:16]=[CH:15][CH:14]=1)=[O:9])C1C=CC=CC=1.[C:22]1(O)[CH:27]=[CH:26][CH:25]=[CH:24][CH:23]=1. Product: [C:8]([NH:10][C@H:11]([C:19]([O:21][C:19](=[O:20])[C@H:11]([CH2:12][C:13]1[CH:14]=[CH:15][CH:16]=[CH:17][CH:18]=1)[NH:10][C:8]([OH:1])=[O:9])=[O:20])[CH2:12][C:22]1[CH:27]=[CH:26][CH:25]=[CH:24][CH:23]=1)([OH:9])=[O:1]. The catalyst class is: 131. (6) Reactant: [CH:1]1([O:7][CH2:8][CH2:9][OH:10])[CH2:6][CH2:5][CH2:4][CH:3]=[CH:2]1.[S:11](Cl)([C:14]1[CH:20]=[CH:19][C:17]([CH3:18])=[CH:16][CH:15]=1)(=[O:13])=[O:12].O. Product: [CH3:18][C:17]1[CH:19]=[CH:20][C:14]([S:11]([O:10][CH2:9][CH2:8][O:7][CH:1]2[CH2:6][CH2:5][CH2:4][CH:3]=[CH:2]2)(=[O:13])=[O:12])=[CH:15][CH:16]=1. The catalyst class is: 17.